This data is from Full USPTO retrosynthesis dataset with 1.9M reactions from patents (1976-2016). The task is: Predict the reactants needed to synthesize the given product. (1) Given the product [C:1]([C:5]1[CH:22]=[CH:21][C:8]([C:9]2[O:10][C:18](=[O:19])[C:13]3[CH:14]=[N:15][CH:16]=[CH:17][C:12]=3[N:11]=2)=[C:7]([O:23][CH:24]2[CH2:29][CH2:28][N:27]([C:30]([O:32][C:33]([CH3:35])([CH3:34])[CH3:36])=[O:31])[CH2:26][CH2:25]2)[CH:6]=1)([CH3:3])([CH3:4])[CH3:2], predict the reactants needed to synthesize it. The reactants are: [C:1]([C:5]1[CH:22]=[CH:21][C:8]([C:9]([NH:11][C:12]2[CH:17]=[CH:16][N:15]=[CH:14][C:13]=2[C:18](O)=[O:19])=[O:10])=[C:7]([O:23][CH:24]2[CH2:29][CH2:28][N:27]([C:30]([O:32][C:33]([CH3:36])([CH3:35])[CH3:34])=[O:31])[CH2:26][CH2:25]2)[CH:6]=1)([CH3:4])([CH3:3])[CH3:2].Cl.CN(C)CCCN=C=NCC. (2) Given the product [CH:1]([NH:4][C:5]([C:7]1[C:15]2[C:10](=[N:11][CH:12]=[C:13]([O:16][C:17]3[CH:22]=[CH:21][CH:20]=[C:19]([C:23]#[N:24])[CH:18]=3)[N:14]=2)[NH:9][CH:8]=1)=[O:6])([CH3:3])[CH3:2], predict the reactants needed to synthesize it. The reactants are: [CH:1]([NH:4][C:5]([C:7]1[C:15]2[C:10](=[N:11][CH:12]=[C:13]([O:16][C:17]3[CH:22]=[CH:21][CH:20]=[C:19]([C:23]#[N:24])[CH:18]=3)[N:14]=2)[N:9](COCC[Si](C)(C)C)[CH:8]=1)=[O:6])([CH3:3])[CH3:2]. (3) Given the product [Cl:12][CH2:8][C:4]1[N:3]=[C:2]([CH3:1])[CH:7]=[CH:6][N:5]=1, predict the reactants needed to synthesize it. The reactants are: [CH3:1][C:2]1[CH:7]=[CH:6][N:5]=[C:4]([CH2:8]O)[N:3]=1.S(Cl)([Cl:12])=O. (4) The reactants are: [C:1]([C:3]1[N:4]=[CH:5][C:6]([NH:10][C:11](=[O:17])[O:12][C:13]([CH3:16])([CH3:15])[CH3:14])=[N:7][C:8]=1[CH3:9])#[N:2]. Given the product [NH2:2][CH2:1][C:3]1[N:4]=[CH:5][C:6]([NH:10][C:11](=[O:17])[O:12][C:13]([CH3:15])([CH3:14])[CH3:16])=[N:7][C:8]=1[CH3:9], predict the reactants needed to synthesize it.